From a dataset of Reaction yield outcomes from USPTO patents with 853,638 reactions. Predict the reaction yield, written as a fraction of the theoretical maximum amount of product (1.0 means a 100% yield; for example, 0.34 means a 34% yield). (1) The reactants are [CH2:1]([O:3][C:4](=[O:30])[CH:5]([O:7][P:8]([CH2:17][CH2:18][NH:19]C(OCC1C=CC=CC=1)=O)([O:10][C:11]1[CH:16]=[CH:15][CH:14]=[CH:13][CH:12]=1)=[O:9])[CH3:6])[CH3:2].C(O)(=O)C. The catalyst is C(O)C.[Pd]. The product is [C:4]([OH:30])(=[O:3])[CH3:5].[CH2:1]([O:3][C:4](=[O:30])[CH:5]([O:7][P:8]([CH2:17][CH2:18][NH2:19])([O:10][C:11]1[CH:16]=[CH:15][CH:14]=[CH:13][CH:12]=1)=[O:9])[CH3:6])[CH3:2]. The yield is 0.870. (2) The reactants are [F:1][C:2]1[CH:7]=[CH:6][C:5]([C:8]2[CH:16]=[CH:15][CH:14]=[C:13]3[C:9]=2[CH2:10][C:11](=[O:17])[NH:12]3)=[CH:4][CH:3]=1.[CH3:18][C:19]1[NH:23][C:22]([CH:24]=O)=[C:21]([C:26]([N:28]2[CH2:33][CH2:32][N:31]([CH3:34])[CH2:30][CH2:29]2)=[O:27])[CH:20]=1. The catalyst is C(O)C.N1CCCCC1. The product is [F:1][C:2]1[CH:3]=[CH:4][C:5]([C:8]2[CH:16]=[CH:15][CH:14]=[C:13]3[C:9]=2[C:10](=[CH:24][C:22]2[NH:23][C:19]([CH3:18])=[CH:20][C:21]=2[C:26]([N:28]2[CH2:29][CH2:30][N:31]([CH3:34])[CH2:32][CH2:33]2)=[O:27])[C:11](=[O:17])[NH:12]3)=[CH:6][CH:7]=1. The yield is 0.400. (3) The reactants are [CH3:1][C:2]([CH3:8])([CH3:7])[CH2:3][C:4](Cl)=[O:5].[Br:9][C:10]1[CH:16]=[C:15]([C:17]([F:20])([F:19])[F:18])[C:13]([NH2:14])=[C:12]([Cl:21])[CH:11]=1.O. The catalyst is C(#N)C. The product is [Br:9][C:10]1[CH:16]=[C:15]([C:17]([F:20])([F:19])[F:18])[C:13]([NH:14][C:4](=[O:5])[CH2:3][C:2]([CH3:8])([CH3:7])[CH3:1])=[C:12]([Cl:21])[CH:11]=1. The yield is 0.650.